From a dataset of Full USPTO retrosynthesis dataset with 1.9M reactions from patents (1976-2016). Predict the reactants needed to synthesize the given product. (1) Given the product [CH3:17][N:2]([CH3:1])[CH:3]([CH2:7][CH2:8][S:9][S:10][C:11]1[CH:16]=[CH:15][CH:14]=[CH:13][N:12]=1)[C:4]([O:6][N:19]1[C:23](=[O:24])[CH2:22][CH2:21][C:20]1=[O:25])=[O:5], predict the reactants needed to synthesize it. The reactants are: [CH3:1][N:2]([CH3:17])[CH:3]([CH2:7][CH2:8][S:9][S:10][C:11]1[CH:16]=[CH:15][CH:14]=[CH:13][N:12]=1)[C:4]([OH:6])=[O:5].O[N:19]1[C:23](=[O:24])[CH2:22][CH2:21][C:20]1=[O:25].C(Cl)CCl. (2) Given the product [CH3:1][N:2]([CH3:6])[CH2:3][CH2:4][O:5][C:10]1[CH:19]=[CH:18][CH:17]=[C:16]2[C:11]=1[C:12]([NH:20][C:21]1[CH:26]=[CH:25][C:24]([O:27][CH2:21][C:22]3[CH:23]=[C:24]([CH3:25])[O:27][N:31]=3)=[C:23]([O:28][CH3:29])[CH:22]=1)=[N:13][CH:14]=[N:15]2, predict the reactants needed to synthesize it. The reactants are: [CH3:1][N:2]([CH3:6])[CH2:3][CH2:4][OH:5].[H-].[Na+].F[C:10]1[CH:19]=[CH:18][CH:17]=[C:16]2[C:11]=1[C:12]([NH:20][C:21]1[CH:26]=[CH:25][C:24]([OH:27])=[C:23]([O:28][CH3:29])[CH:22]=1)=[N:13][CH:14]=[N:15]2.[Cl-].[NH4+:31]. (3) Given the product [C:21]([SiH2:20][O:19][C:18]([CH3:26])([CH3:25])[C:14]1[CH:13]=[C:12]([C:11]2[O:10][CH:9]=[N:8][C:7]=2[C:5]([OH:6])=[O:4])[CH:17]=[CH:16][CH:15]=1)([CH3:24])([CH3:22])[CH3:23], predict the reactants needed to synthesize it. The reactants are: N#N.C[O:4][C:5]([C:7]1[N:8]=[CH:9][O:10][C:11]=1[C:12]1[CH:17]=[CH:16][CH:15]=[C:14]([C:18]([CH3:26])([CH3:25])[O:19][SiH2:20][C:21]([CH3:24])([CH3:23])[CH3:22])[CH:13]=1)=[O:6].C1COCC1.O.[OH-].[Li+]. (4) Given the product [OH:27][C:28]1([C:41]([N:15]2[CH2:16][CH2:17][CH2:18][C@H:14]2[C:13]([NH:12][CH2:11][C:10]2[CH:20]=[C:6]([Cl:5])[CH:7]=[CH:8][C:9]=2[CH2:21][N:22]2[CH2:25][CH:24]([OH:26])[CH2:23]2)=[O:19])=[O:42])[C:29]2[CH:30]=[CH:31][CH:32]=[CH:33][C:34]=2[C:35]2[C:40]1=[CH:39][CH:38]=[CH:37][CH:36]=2, predict the reactants needed to synthesize it. The reactants are: C(Cl)CCl.[Cl:5][C:6]1[CH:7]=[CH:8][C:9]([CH2:21][N:22]2[CH2:25][CH:24]([OH:26])[CH2:23]2)=[C:10]([CH:20]=1)[CH2:11][NH:12][C:13](=[O:19])[C@@H:14]1[CH2:18][CH2:17][CH2:16][NH:15]1.[OH:27][C:28]1([C:41](O)=[O:42])[C:40]2[CH:39]=[CH:38][CH:37]=[CH:36][C:35]=2[C:34]2[C:29]1=[CH:30][CH:31]=[CH:32][CH:33]=2.C1C=NC2N(O)N=NC=2C=1. (5) Given the product [O:19]1[CH:29]=[CH:25][CH:26]=[C:16]1[CH2:17][N:13]1[CH2:14][CH2:15][N:10]([C:7]2[CH:6]=[CH:5][C:4]([N+:1]([O-:3])=[O:2])=[CH:9][CH:8]=2)[CH2:11][CH2:12]1, predict the reactants needed to synthesize it. The reactants are: [N+:1]([C:4]1[CH:9]=[CH:8][C:7]([N:10]2[CH2:15][CH2:14][NH:13][CH2:12][CH2:11]2)=[CH:6][CH:5]=1)([O-:3])=[O:2].[C:16]([OH:19])(=O)[CH3:17].O.C([BH3-])#N.[Na+].[CH2:25]1[CH2:29]OC[CH2:26]1. (6) Given the product [C:34]([O:33][C:31]([NH:30][CH2:29][CH2:28][CH2:27][C@H:22]([NH:21][C:12]([C:8]1[C:7](=[O:15])[N:6]([CH2:5][C:4]2[CH:16]=[C:17]([Cl:19])[CH:18]=[C:2]([Cl:1])[CH:3]=2)[CH:11]=[CH:10][CH:9]=1)=[O:14])[C:23]([O:25][CH3:26])=[O:24])=[O:32])([CH3:36])([CH3:37])[CH3:35], predict the reactants needed to synthesize it. The reactants are: [Cl:1][C:2]1[CH:3]=[C:4]([CH:16]=[C:17]([Cl:19])[CH:18]=1)[CH2:5][N:6]1[CH:11]=[CH:10][CH:9]=[C:8]([C:12]([OH:14])=O)[C:7]1=[O:15].Cl.[NH2:21][C@@H:22]([CH2:27][CH2:28][CH2:29][NH:30][C:31]([O:33][C:34]([CH3:37])([CH3:36])[CH3:35])=[O:32])[C:23]([O:25][CH3:26])=[O:24].CN(C(ON1N=NC2C=CC=CC1=2)=[N+](C)C)C.F[P-](F)(F)(F)(F)F. (7) Given the product [F:29][C:26]([F:27])([F:28])[C:18]1[CH:17]=[C:16]([CH:21]=[C:20]([C:22]([F:23])([F:24])[F:25])[CH:19]=1)[CH2:15][O:14][C@H:10]1[O:11][CH2:12][CH2:13][NH:8][C@@H:9]1[C:30]1[CH:35]=[CH:34][CH:33]=[CH:32][CH:31]=1, predict the reactants needed to synthesize it. The reactants are: C([N:8]1[CH2:13][CH2:12][O:11][C@H:10]([O:14][CH2:15][C:16]2[CH:21]=[C:20]([C:22]([F:25])([F:24])[F:23])[CH:19]=[C:18]([C:26]([F:29])([F:28])[F:27])[CH:17]=2)[C@H:9]1[C:30]1[CH:35]=[CH:34][CH:33]=[CH:32][CH:31]=1)C1C=CC=CC=1.